Dataset: Reaction yield outcomes from USPTO patents with 853,638 reactions. Task: Predict the reaction yield, written as a fraction of the theoretical maximum amount of product (1.0 means a 100% yield; for example, 0.34 means a 34% yield). (1) The reactants are [Cl:1][C:2]1[CH:3]=[N+:4]([O-:42])[CH:5]=[C:6]([Cl:41])[C:7]=1[CH2:8][C@H:9]([O:25][C:26](=[O:40])[C:27]1[CH:32]=[CH:31][C:30]([O:33][CH2:34][CH:35]2[CH2:37][CH2:36]2)=[C:29]([CH2:38][OH:39])[CH:28]=1)[C:10]1[CH:15]=[CH:14][C:13]([O:16][CH:17]([F:19])[F:18])=[C:12]([O:20][CH2:21][CH:22]2[CH2:24][CH2:23]2)[CH:11]=1.[Br:43][CH2:44][C:45](Cl)=[O:46]. The catalyst is C(Cl)Cl.Cl. The product is [Br:43][CH2:44][C:45]([O:39][CH2:38][C:29]1[CH:28]=[C:27]([CH:32]=[CH:31][C:30]=1[O:33][CH2:34][CH:35]1[CH2:36][CH2:37]1)[C:26]([O:25][C@H:9]([C:10]1[CH:15]=[CH:14][C:13]([O:16][CH:17]([F:19])[F:18])=[C:12]([O:20][CH2:21][CH:22]2[CH2:24][CH2:23]2)[CH:11]=1)[CH2:8][C:7]1[C:2]([Cl:1])=[CH:3][N+:4]([O-:42])=[CH:5][C:6]=1[Cl:41])=[O:40])=[O:46]. The yield is 0.840. (2) The reactants are [CH:1]12[CH2:10][CH:5]3[CH2:6][CH:7]([CH2:9][CH:3]([CH2:4]3)[CH:2]1[N:11]1[C:14](=[O:15])[C:13]([CH3:17])([CH3:16])[NH:12]1)[CH2:8]2.[C:18]1([CH2:24][CH:25]=O)[CH:23]=[CH:22][CH:21]=[CH:20][CH:19]=1.C(O[BH-](OC(=O)C)OC(=O)C)(=O)C.[Na+].C(O)(=O)C. The catalyst is C(Cl)(Cl)Cl.O. The product is [CH3:16][C:13]1([CH3:17])[N:12](/[CH:25]=[CH:24]/[C:18]2[CH:23]=[CH:22][CH:21]=[CH:20][CH:19]=2)[N:11]([CH:2]2[CH:3]3[CH2:4][CH:5]4[CH2:6][CH:7]([CH2:8][CH:1]2[CH2:10]4)[CH2:9]3)[C:14]1=[O:15]. The yield is 0.0520. (3) The reactants are [O:1]1[C:5]2[CH:6]=[CH:7][C:8]([C:10]3([C:13]([NH:15][C:16]4[CH:17]=[C:18]5[C:22](=[CH:23][CH:24]=4)[NH:21][C:20]([C:25]([O:27]CC)=[O:26])=[CH:19]5)=[O:14])[CH2:12][CH2:11]3)=[CH:9][C:4]=2[O:3][CH2:2]1.[Li+].[OH-].Cl. The catalyst is O.O1CCOCC1. The product is [O:1]1[C:5]2[CH:6]=[CH:7][C:8]([C:10]3([C:13]([NH:15][C:16]4[CH:17]=[C:18]5[C:22](=[CH:23][CH:24]=4)[NH:21][C:20]([C:25]([OH:27])=[O:26])=[CH:19]5)=[O:14])[CH2:12][CH2:11]3)=[CH:9][C:4]=2[O:3][CH2:2]1. The yield is 0.830. (4) The reactants are Cl.Cl.[NH2:3][C@@H:4]1[CH:9]2[CH2:10][CH2:11][N:6]([CH2:7][CH2:8]2)[CH2:5]1.[H-].[Na+].[CH:14]([C:16]1[C:24]2[C:23]([C:25]([O:27][CH3:28])=[O:26])=[CH:22][CH:21]=[CH:20][C:19]=2[NH:18][N:17]=1)=O.C(O[BH-](OC(=O)C)OC(=O)C)(=O)C.[Na+]. The catalyst is ClCCl.C(O)(=O)C. The product is [N:6]12[CH2:11][CH2:10][CH:9]([CH2:8][CH2:7]1)[C@@H:4]([NH:3][CH2:14][C:16]1[C:24]3[C:23]([C:25]([O:27][CH3:28])=[O:26])=[CH:22][CH:21]=[CH:20][C:19]=3[NH:18][N:17]=1)[CH2:5]2. The yield is 1.00. (5) The reactants are [CH:1]1([C:6]([C:8]2[CH:13]=[C:12]([CH3:14])[CH:11]=[CH:10][C:9]=2[NH:15][C:16]([NH:18][C:19]2[S:20][C:21]([CH:24]=O)=[CH:22][N:23]=2)=[O:17])=[O:7])[CH2:5][CH2:4][CH2:3][CH2:2]1.Cl.[CH3:27][O:28][C:29](=[O:32])[CH2:30][NH2:31]. No catalyst specified. The product is [CH3:27][O:28][C:29](=[O:32])[CH2:30][NH:31][CH2:24][C:21]1[S:20][C:19]([NH:18][C:16]([NH:15][C:9]2[CH:10]=[CH:11][C:12]([CH3:14])=[CH:13][C:8]=2[C:6]([CH:1]2[CH2:5][CH2:4][CH2:3][CH2:2]2)=[O:7])=[O:17])=[N:23][CH:22]=1. The yield is 0.450. (6) The product is [N:16]1([CH2:15][CH2:14][CH2:13][O:12][C:7]2[CH:8]=[C:9]3[C:4](=[CH:5][CH:6]=2)[CH:3]=[C:2]([C:49]2[C:57]4[C:52](=[CH:53][CH:54]=[C:55]([C:58]#[N:59])[CH:56]=4)[N:51]([CH:60]4[CH2:65][CH2:64][CH2:63][CH2:62][O:61]4)[CH:24]=2)[CH:11]=[CH:10]3)[CH2:21][CH2:20][CH2:19][CH2:18][CH2:17]1. The catalyst is CN(C)C=O. The reactants are Br[C:2]1[CH:3]=[C:4]2[C:9](=[CH:10][CH:11]=1)[CH:8]=[C:7]([O:12][CH2:13][CH2:14][CH2:15][N:16]1[CH2:21][CH2:20][CH2:19][CH2:18][CH2:17]1)[CH:6]=[CH:5]2.B1(B2OC(C)(C)C(C)(C)O2)OC(C)(C)[C:24](C)(C)O1.C([O-])(=O)C.[K+].ClCCl.Br[C:49]1[C:57]2[C:52](=[CH:53][CH:54]=[C:55]([C:58]#[N:59])[CH:56]=2)[N:51]([CH:60]2[CH2:65][CH2:64][CH2:63][CH2:62][O:61]2)N=1.P([O-])([O-])([O-])=O.[K+].[K+].[K+]. The yield is 0.390. (7) The reactants are [CH3:1][O:2][C:3]1[CH:4]=[C:5]2[C:10](=[CH:11][C:12]=1[O:13][CH3:14])[N:9]=[CH:8][CH:7]=[C:6]2[O:15][C:16]1[CH:21]=[CH:20][C:19]([OH:22])=[CH:18][C:17]=1[C:23](=[O:25])[CH3:24].[CH2:26](I)[CH2:27][CH3:28].C(=O)([O-])[O-].[K+].[K+]. The catalyst is CN(C)C=O. The product is [CH3:1][O:2][C:3]1[CH:4]=[C:5]2[C:10](=[CH:11][C:12]=1[O:13][CH3:14])[N:9]=[CH:8][CH:7]=[C:6]2[O:15][C:16]1[CH:21]=[CH:20][C:19]([O:22][CH2:26][CH2:27][CH3:28])=[CH:18][C:17]=1[C:23](=[O:25])[CH3:24]. The yield is 0.260.